Dataset: Full USPTO retrosynthesis dataset with 1.9M reactions from patents (1976-2016). Task: Predict the reactants needed to synthesize the given product. (1) The reactants are: [Cl:1][CH2:2][C:3]1[N:4]=[C:5]([NH:8][CH2:9][C:10]2[CH:15]=[CH:14][C:13]([O:16][CH3:17])=[CH:12][C:11]=2[O:18][CH3:19])[S:6][CH:7]=1.[F:20][C:21]1[CH:22]=[C:23]([CH:28]=[CH:29][CH:30]=1)[CH2:24][N:25]=[C:26]=[O:27]. Given the product [Cl:1][CH2:2][C:3]1[N:4]=[C:5]([N:8]([CH2:9][C:10]2[CH:15]=[CH:14][C:13]([O:16][CH3:17])=[CH:12][C:11]=2[O:18][CH3:19])[C:26]([NH:25][CH2:24][C:23]2[CH:28]=[CH:29][CH:30]=[C:21]([F:20])[CH:22]=2)=[O:27])[S:6][CH:7]=1, predict the reactants needed to synthesize it. (2) Given the product [CH3:1][O:2][CH2:3][CH2:4][NH:5][C:6]([C@@H:8]1[CH2:12][C:11](=[N:13][O:14][CH3:15])[CH2:10][NH:9]1)=[O:7], predict the reactants needed to synthesize it. The reactants are: [CH3:1][O:2][CH2:3][CH2:4][NH:5][C:6]([C@@H:8]1[CH2:12][C:11](=[N:13][O:14][CH3:15])[CH2:10][N:9]1C(OC(C)(C)C)=O)=[O:7]. (3) Given the product [CH3:1][Si:2]([CH3:35])([CH3:34])[CH2:3][CH2:4][O:5][CH2:6][N:7]([CH2:26][O:27][CH2:28][CH2:29][Si:30]([CH3:33])([CH3:31])[CH3:32])[C:8]1[N:13]2[N:14]=[CH:15][CH:16]=[C:12]2[N:11]=[C:10]([CH:17]2[CH2:18][CH2:19][C:20](=[CH:23][C:24]#[N:25])[CH2:22]2)[CH:9]=1, predict the reactants needed to synthesize it. The reactants are: [CH3:1][Si:2]([CH3:35])([CH3:34])[CH2:3][CH2:4][O:5][CH2:6][N:7]([CH2:26][O:27][CH2:28][CH2:29][Si:30]([CH3:33])([CH3:32])[CH3:31])[C:8]1[N:13]2[N:14]=[CH:15][CH:16]=[C:12]2[N:11]=[C:10]([CH:17]2[CH2:22]C[C:20](=[CH:23][C:24]#[N:25])[CH2:19][CH2:18]2)[CH:9]=1.C[Si](C)(C)CCOCN(COCC[Si](C)(C)C)C1N2N=CC=C2N=C(C2CCC(=O)C2)C=1.C[Si](C)(C)CCOCN(COCC[Si](C)(C)C)C1N2N=CC=C2N=C(C2CCC(=O)CC2)C=1.